Dataset: Reaction yield outcomes from USPTO patents with 853,638 reactions. Task: Predict the reaction yield, written as a fraction of the theoretical maximum amount of product (1.0 means a 100% yield; for example, 0.34 means a 34% yield). The reactants are Cl.[NH2:2][OH:3].[CH:4]([C:6]1[CH:7]=[CH:8][C:9]2[O:14][CH:13]([C:15]([F:18])([F:17])[F:16])[C:12]([C:19]([O:21][CH2:22][CH3:23])=[O:20])=[CH:11][C:10]=2[CH:24]=1)=O.C([O-])(=O)C.[Na+].C(O)C. The catalyst is O.C(OCC)C. The product is [OH:3][N:2]=[CH:4][C:6]1[CH:7]=[CH:8][C:9]2[O:14][CH:13]([C:15]([F:18])([F:17])[F:16])[C:12]([C:19]([O:21][CH2:22][CH3:23])=[O:20])=[CH:11][C:10]=2[CH:24]=1. The yield is 0.550.